This data is from Peptide-MHC class I binding affinity with 185,985 pairs from IEDB/IMGT. The task is: Regression. Given a peptide amino acid sequence and an MHC pseudo amino acid sequence, predict their binding affinity value. This is MHC class I binding data. (1) The peptide sequence is QQRPDLILV. The MHC is HLA-B51:01 with pseudo-sequence HLA-B51:01. The binding affinity (normalized) is 0.0847. (2) The peptide sequence is TPQVPLRPM. The MHC is HLA-B51:01 with pseudo-sequence HLA-B51:01. The binding affinity (normalized) is 0.0318. (3) The peptide sequence is ALYRRIQRR. The MHC is HLA-B53:01 with pseudo-sequence HLA-B53:01. The binding affinity (normalized) is 0. (4) The peptide sequence is NPVPVGNIY. The MHC is HLA-B44:03 with pseudo-sequence HLA-B44:03. The binding affinity (normalized) is 0.288. (5) The peptide sequence is SSYRMGINK. The MHC is HLA-A02:11 with pseudo-sequence HLA-A02:11. The binding affinity (normalized) is 0.0847. (6) The peptide sequence is AYAAQGYKVLV. The MHC is Patr-A0901 with pseudo-sequence Patr-A0901. The binding affinity (normalized) is 0.265. (7) The peptide sequence is EIIGGNDMY. The MHC is HLA-A03:01 with pseudo-sequence HLA-A03:01. The binding affinity (normalized) is 0.207.